This data is from Peptide-MHC class II binding affinity with 134,281 pairs from IEDB. The task is: Regression. Given a peptide amino acid sequence and an MHC pseudo amino acid sequence, predict their binding affinity value. This is MHC class II binding data. (1) The peptide sequence is AQGPKATFEAMYLGT. The MHC is HLA-DQA10301-DQB10302 with pseudo-sequence HLA-DQA10301-DQB10302. The binding affinity (normalized) is 0.106. (2) The MHC is DRB1_0801 with pseudo-sequence DRB1_0801. The binding affinity (normalized) is 0.201. The peptide sequence is NLCVERVLDCRTAFK. (3) The peptide sequence is WTGALVTPCAAEEQK. The MHC is DRB5_0101 with pseudo-sequence DRB5_0101. The binding affinity (normalized) is 0. (4) The peptide sequence is GELQVVDKIDAAFKI. The MHC is DRB1_1501 with pseudo-sequence DRB1_1501. The binding affinity (normalized) is 0.406. (5) The peptide sequence is FRELVRNCDLPVWLS. The MHC is DRB1_0701 with pseudo-sequence DRB1_0701. The binding affinity (normalized) is 0.558. (6) The peptide sequence is FYKTLRAEQASQ. The MHC is DRB5_0101 with pseudo-sequence DRB5_0101. The binding affinity (normalized) is 0.600. (7) The peptide sequence is RASISEFIAKIQKCL. The MHC is DRB1_0101 with pseudo-sequence DRB1_0101. The binding affinity (normalized) is 0.235.